From a dataset of Forward reaction prediction with 1.9M reactions from USPTO patents (1976-2016). Predict the product of the given reaction. (1) Given the reactants [ClH:1].[O:2]=[C:3]1[N:7]2[CH2:8][CH2:9][N:10]([C:12]([NH:14][CH2:15][CH2:16][NH:17][CH2:18][CH:19]=[CH2:20])=[O:13])[CH2:11][CH:6]2[C:5]([C:27]2[CH:32]=[CH:31][CH:30]=[CH:29][CH:28]=2)([C:21]2[CH:26]=[CH:25][CH:24]=[CH:23][CH:22]=2)[O:4]1.C(=O)([O-])O.[Na+].[CH:38](=O)[CH3:39].C(O[BH-](OC(=O)C)OC(=O)C)(=O)C.[Na+], predict the reaction product. The product is: [ClH:1].[CH2:38]([N:17]([CH2:18][CH:19]=[CH2:20])[CH2:16][CH2:15][NH:14][C:12]([N:10]1[CH2:9][CH2:8][N:7]2[C:3](=[O:2])[O:4][C:5]([C:21]3[CH:22]=[CH:23][CH:24]=[CH:25][CH:26]=3)([C:27]3[CH:32]=[CH:31][CH:30]=[CH:29][CH:28]=3)[CH:6]2[CH2:11]1)=[O:13])[CH3:39]. (2) Given the reactants Cl[C:2]1[N:7]=[CH:6][C:5]([C:8]([OH:10])=[O:9])=[CH:4][N:3]=1.[CH3:11][C:12]1[NH:13][CH:14]=[CH:15][N:16]=1.C(=O)([O-])[O-].[K+].[K+].Cl, predict the reaction product. The product is: [CH3:11][C:12]1[N:13]([C:2]2[N:7]=[CH:6][C:5]([C:8]([OH:10])=[O:9])=[CH:4][N:3]=2)[CH:14]=[CH:15][N:16]=1. (3) Given the reactants [O:1]=[C:2]1[NH:7][N:6]=[CH:5][C:4]([O:8][C:9]2[CH:17]=[CH:16][CH:15]=[CH:14][C:10]=2[C:11]([NH2:13])=O)=[CH:3]1.C(N(CC)CC)C.FC(F)(F)C(OC(=O)C(F)(F)F)=O, predict the reaction product. The product is: [O:1]=[C:2]1[NH:7][N:6]=[CH:5][C:4]([O:8][C:9]2[CH:17]=[CH:16][CH:15]=[CH:14][C:10]=2[C:11]#[N:13])=[CH:3]1. (4) Given the reactants [N:1]1([C:7](=[O:20])[CH2:8][C:9]2[CH:14]=[CH:13][C:12]([N:15]3[CH:19]=[N:18][N:17]=[N:16]3)=[CH:11][CH:10]=2)[CH2:6][CH2:5][NH:4][CH2:3][CH2:2]1.[O:21]1[CH2:23][CH:22]1[C:24]1[CH:25]=[C:26]2[C:31](=[CH:32][CH:33]=1)[C:30](=[O:34])[O:29][CH2:28][CH2:27]2, predict the reaction product. The product is: [OH:21][CH:22]([C:24]1[CH:25]=[C:26]2[C:31](=[CH:32][CH:33]=1)[C:30](=[O:34])[O:29][CH2:28][CH2:27]2)[CH2:23][N:4]1[CH2:5][CH2:6][N:1]([C:7](=[O:20])[CH2:8][C:9]2[CH:10]=[CH:11][C:12]([N:15]3[CH:19]=[N:18][N:17]=[N:16]3)=[CH:13][CH:14]=2)[CH2:2][CH2:3]1. (5) Given the reactants [CH3:1][C:2]([CH3:4])=O.[NH2:5][O:6][CH2:7][CH2:8][CH2:9][CH2:10][N:11]1[C:23]2[C:22]3[CH:21]=[CH:20][CH:19]=[CH:18][C:17]=3[N:16]=[C:15]([NH2:24])[C:14]=2[N:13]=[C:12]1[CH2:25][CH2:26][CH2:27][CH3:28], predict the reaction product. The product is: [NH2:24][C:15]1[C:14]2[N:13]=[C:12]([CH2:25][CH2:26][CH2:27][CH3:28])[N:11]([CH2:10][CH2:9][CH2:8][CH2:7][O:6][N:5]=[C:2]([CH3:4])[CH3:1])[C:23]=2[C:22]2[CH:21]=[CH:20][CH:19]=[CH:18][C:17]=2[N:16]=1.